From a dataset of Forward reaction prediction with 1.9M reactions from USPTO patents (1976-2016). Predict the product of the given reaction. (1) Given the reactants [C:1](#[N:3])C.[CH3:4][Si]([N-][Si](C)(C)C)(C)C.[Li+].[C:14]([O:18][C:19](=[O:26])[NH:20][C@H:21]([CH3:25])[C:22](=[O:24])[CH3:23])([CH3:17])([CH3:16])[CH3:15], predict the reaction product. The product is: [C:14]([O:18][C:19](=[O:26])[NH:20][C@H:21]([CH3:25])[C@@:22]([OH:24])([CH3:4])[CH2:23][C:1]#[N:3])([CH3:17])([CH3:15])[CH3:16]. (2) Given the reactants [NH2:1][C:2]1[C:3]([NH:13][CH2:14][CH2:15][CH2:16][OH:17])=[C:4]([CH:9]=[CH:10][C:11]=1[Cl:12])[C:5]([O:7][CH3:8])=[O:6].[N:18]([C:21]1[C:22]([CH3:29])=[CH:23][C:24]([O:27][CH3:28])=[N:25][CH:26]=1)=[C:19]=[S:20], predict the reaction product. The product is: [Cl:12][C:11]1[CH:10]=[CH:9][C:4]([C:5]([O:7][CH3:8])=[O:6])=[C:3]([NH:13][CH2:14][CH2:15][CH2:16][OH:17])[C:2]=1[NH:1][C:19](=[S:20])[NH:18][C:21]1[CH:26]=[N:25][C:24]([O:27][CH3:28])=[CH:23][C:22]=1[CH3:29]. (3) Given the reactants [Br:1][C:2]1[C:3]([F:12])=[C:4]2[C:8](=[CH:9][C:10]=1[F:11])[NH:7][CH:6]=[CH:5]2.[OH-:13].[Na+].[C:15](#N)C, predict the reaction product. The product is: [Br:1][C:2]1[C:3]([F:12])=[C:4]2[C:8](=[CH:9][C:10]=1[F:11])[NH:7][CH:6]=[C:5]2[CH:15]=[O:13]. (4) Given the reactants C(OC([NH:8][C@H:9]([C:33]1[CH:38]=[CH:37][CH:36]=[C:35]([F:39])[CH:34]=1)[CH2:10][CH:11]([N:13]1[CH2:18][CH2:17][CH:16]([N:19]2[C:27]3[CH2:26][CH2:25][N:24]([C:28]([O:30][CH3:31])=[O:29])[CH2:23][C:22]=3[N:21]=[C:20]2[CH3:32])[CH2:15][CH2:14]1)[CH3:12])=O)(C)(C)C.Cl, predict the reaction product. The product is: [NH2:8][C@H:9]([C:33]1[CH:38]=[CH:37][CH:36]=[C:35]([F:39])[CH:34]=1)[CH2:10][CH:11]([N:13]1[CH2:18][CH2:17][CH:16]([N:19]2[C:27]3[CH2:26][CH2:25][N:24]([C:28]([O:30][CH3:31])=[O:29])[CH2:23][C:22]=3[N:21]=[C:20]2[CH3:32])[CH2:15][CH2:14]1)[CH3:12]. (5) Given the reactants [C:1]1(C)C=CC=CC=1.[CH3:8][O:9][C:10]1[CH:28]=[CH:27][C:13]([CH2:14][NH:15][C:16](=[O:26])[C:17]2[CH:22]=[C:21]([F:23])[C:20]([F:24])=[CH:19][C:18]=2[OH:25])=[CH:12][CH:11]=1.C=O.C(=O)(O)[O-].[Na+], predict the reaction product. The product is: [CH3:8][O:9][C:10]1[CH:11]=[CH:12][C:13]([CH2:14][N:15]2[C:16](=[O:26])[C:17]3[CH:22]=[C:21]([F:23])[C:20]([F:24])=[CH:19][C:18]=3[O:25][CH2:1]2)=[CH:27][CH:28]=1. (6) Given the reactants [F:1][C:2]1[CH:7]=[CH:6][C:5]([O:8][CH3:9])=[CH:4][C:3]=1[NH:10][C:11]([NH2:13])=[O:12].[C:14]1(=O)[CH2:19][CH2:18][CH2:17][CH2:16][CH2:15]1, predict the reaction product. The product is: [F:1][C:2]1[CH:7]=[CH:6][C:5]([O:8][CH3:9])=[C:4]2[C:3]=1[NH:10][C:11](=[O:12])[NH:13][C:14]12[CH2:19][CH2:18][CH2:17][CH2:16][CH2:15]1. (7) Given the reactants [OH-].[Na+].CO.C([O:7][C:8]([C:10]1[C:14]([C:15]2[CH:20]=[CH:19][CH:18]=[C:17]([Cl:21])[C:16]=2[Cl:22])=[CH:13][S:12][C:11]=1[N:23]1[C:31](=[O:32])[C:30]2[C:25](=[CH:26][CH:27]=[CH:28][CH:29]=2)[C:24]1=[O:33])=[O:9])C.Cl, predict the reaction product. The product is: [Cl:22][C:16]1[C:17]([Cl:21])=[CH:18][CH:19]=[CH:20][C:15]=1[C:14]1[C:10]([C:8]([OH:9])=[O:7])=[C:11]([N:23]2[C:24](=[O:33])[C:25]3[C:30](=[CH:29][CH:28]=[CH:27][CH:26]=3)[C:31]2=[O:32])[S:12][CH:13]=1. (8) Given the reactants [C:1](N[C@H](C(O)=O)CCC(O)=O)(=[O:5])[C:2]([CH3:4])=[CH2:3].[NH2:16][CH2:17][CH2:18][C:19]([OH:21])=[O:20].[OH-].[Na+].C(Cl)(=O)C(C)=C, predict the reaction product. The product is: [C:1]([NH:16][CH2:17][CH2:18][C:19]([OH:21])=[O:20])(=[O:5])[C:2]([CH3:4])=[CH2:3]. (9) Given the reactants S(Cl)([Cl:3])=O.[CH2:5]([N:12]([CH2:16][C:17]1[N:18]=[CH:19][NH:20][CH:21]=1)[CH2:13][CH2:14]O)[C:6]1[CH:11]=[CH:10][CH:9]=[CH:8][CH:7]=1, predict the reaction product. The product is: [CH2:5]([N:12]([CH2:13][CH2:14][Cl:3])[CH2:16][C:17]1[N:18]=[CH:19][NH:20][CH:21]=1)[C:6]1[CH:11]=[CH:10][CH:9]=[CH:8][CH:7]=1. (10) Given the reactants CSC.[CH2:4]([C:6]1[CH:60]=[CH:59][C:9]([CH2:10][N:11]2[C:19]3[C:14](=[CH:15][CH:16]=[CH:17][CH:18]=3)[C:13]([C@@H:20]3[CH2:25][C@H:24]([CH2:26][O:27]CC4C=CC=CC=4)[C@@H:23]([O:35]CC4C=CC=CC=4)[C@H:22]([O:43]CC4C=CC=CC=4)[C@H:21]3[O:51]CC3C=CC=CC=3)=[CH:12]2)=[CH:8][CH:7]=1)[CH3:5].O, predict the reaction product. The product is: [CH2:4]([C:6]1[CH:60]=[CH:59][C:9]([CH2:10][N:11]2[C:19]3[C:14](=[CH:15][CH:16]=[CH:17][CH:18]=3)[C:13]([C@@H:20]3[CH2:25][C@H:24]([CH2:26][OH:27])[C@@H:23]([OH:35])[C@H:22]([OH:43])[C@H:21]3[OH:51])=[CH:12]2)=[CH:8][CH:7]=1)[CH3:5].